Dataset: Forward reaction prediction with 1.9M reactions from USPTO patents (1976-2016). Task: Predict the product of the given reaction. (1) Given the reactants C(OC(=O)[NH:10][C@@H:11]([CH2:40][CH2:41][NH:42][C:43]([O:45][C:46]([CH3:49])([CH3:48])[CH3:47])=[O:44])[C:12](=[O:39])[NH:13][CH2:14][CH2:15][CH2:16][C@H:17]([NH:31][C:32]([O:34][C:35]([CH3:38])([CH3:37])[CH3:36])=[O:33])[C:18](=[O:30])[NH:19][CH2:20][CH2:21][NH:22][C:23](=[O:29])[O:24][C:25]([CH3:28])([CH3:27])[CH3:26])C1C=CC=CC=1, predict the reaction product. The product is: [NH2:10][C@@H:11]([CH2:40][CH2:41][NH:42][C:43]([O:45][C:46]([CH3:49])([CH3:48])[CH3:47])=[O:44])[C:12]([NH:13][CH2:14][CH2:15][CH2:16][C@@H:17]([C:18]([NH:19][CH2:20][CH2:21][NH:22][C:23]([O:24][C:25]([CH3:28])([CH3:26])[CH3:27])=[O:29])=[O:30])[NH:31][C:32]([O:34][C:35]([CH3:36])([CH3:37])[CH3:38])=[O:33])=[O:39]. (2) Given the reactants CO[C:3]([C@:5]1([CH3:18])[C@H:9]([OH:10])[CH2:8][CH2:7][N:6]1[C:11]([O:13]C(C)(C)C)=O)=[O:4].CC[N:21](C(C)C)C(C)C.Cl[C:29]1[C:30](C)=[C:31]([CH2:35][C:36]([NH2:38])=O)C=[CH:33][CH:34]=1.[CH2:40]([Cl:42])Cl, predict the reaction product. The product is: [Cl:42][C:40]1[C:34]([CH3:33])=[C:29]([N:21]2[C:3](=[O:4])[C@:5]3([CH3:18])[C@H:9]([OH:10])[CH2:8][CH2:7][N:6]3[C:11]2=[O:13])[CH:30]=[CH:31][C:35]=1[C:36]#[N:38]. (3) Given the reactants [NH2:1][C:2]1[C:10]([F:11])=[CH:9][CH:8]=[CH:7][C:3]=1[C:4]([OH:6])=[O:5].[F:12][C:13]([F:24])([F:23])[C:14](O[C:14](=[O:15])[C:13]([F:24])([F:23])[F:12])=[O:15].[OH-].[Na+], predict the reaction product. The product is: [F:11][C:10]1[C:2]([NH:1][C:14](=[O:15])[C:13]([F:24])([F:23])[F:12])=[C:3]([CH:7]=[CH:8][CH:9]=1)[C:4]([OH:6])=[O:5]. (4) Given the reactants [H-].[Na+].[I-].[CH3:4][S+](C)C.[CH3:8][C:9]1[O:13][C:12]([C:14]2[CH:15]=[C:16]([CH3:20])[CH:17]=[CH:18][CH:19]=2)=[N:11][C:10]=1[CH2:21][O:22][C@H:23]1[CH2:28][CH2:27][CH2:26][C@@H:25]([O:29][CH2:30][C:31](=[CH2:37])[C:32]([O:34][CH2:35][CH3:36])=[O:33])[CH2:24]1, predict the reaction product. The product is: [CH3:8][C:9]1[O:13][C:12]([C:14]2[CH:15]=[C:16]([CH3:20])[CH:17]=[CH:18][CH:19]=2)=[N:11][C:10]=1[CH2:21][O:22][C@H:23]1[CH2:28][CH2:27][CH2:26][C@@H:25]([O:29][CH2:30][C:31]2([C:32]([O:34][CH2:35][CH3:36])=[O:33])[CH2:4][CH2:37]2)[CH2:24]1.